Dataset: Forward reaction prediction with 1.9M reactions from USPTO patents (1976-2016). Task: Predict the product of the given reaction. (1) Given the reactants [CH3:1][N:2]([CH:10]1[CH2:14][CH2:13][NH:12][CH2:11]1)[C:3](=[O:9])[O:4][C:5]([CH3:8])([CH3:7])[CH3:6].C(N(CC)CC)C.Cl[C:23]1[CH:28]=[CH:27][C:26]([N+:29]([O-])=O)=[CH:25][N:24]=1, predict the reaction product. The product is: [C:5]([O:4][C:3](=[O:9])[N:2]([CH:10]1[CH2:14][CH2:13][N:12]([C:23]2[CH:28]=[CH:27][C:26]([NH2:29])=[CH:25][N:24]=2)[CH2:11]1)[CH3:1])([CH3:8])([CH3:6])[CH3:7]. (2) Given the reactants [C:1]1([C@H:7]([NH2:9])[CH3:8])[CH:6]=[CH:5][CH:4]=[CH:3][CH:2]=1.[C:10]1([C:20]2[CH:25]=[CH:24][CH:23]=[CH:22][CH:21]=2)[CH:15]=[CH:14][C:13]([CH:16]=[CH:17][CH:18]=O)=[CH:12][CH:11]=1.[BH4-].[Na+], predict the reaction product. The product is: [C:10]1([C:20]2[CH:21]=[CH:22][CH:23]=[CH:24][CH:25]=2)[CH:11]=[CH:12][C:13](/[CH:16]=[CH:17]/[CH2:18][NH:9][C@@H:7]([C:1]2[CH:6]=[CH:5][CH:4]=[CH:3][CH:2]=2)[CH3:8])=[CH:14][CH:15]=1. (3) The product is: [CH:16]([O:14][C:13](=[O:15])[CH2:12][CH2:11][CH2:10][CH2:9][NH:8][C:1]([O:3][C:4]([CH3:6])([CH3:7])[CH3:5])=[O:2])=[CH2:17]. Given the reactants [C:1]([NH:8][CH2:9][CH2:10][CH2:11][CH2:12][C:13]([OH:15])=[O:14])([O:3][C:4]([CH3:7])([CH3:6])[CH3:5])=[O:2].[C:16](OC=C)(=O)[CH3:17].[OH-].[K+], predict the reaction product. (4) The product is: [NH2:18][CH:9]([C:8]1[C:3]([O:2][CH3:1])=[CH:4][N:5]=[CH:6][C:7]=1[O:25][CH3:26])[CH2:10][CH2:11][CH2:12][CH2:13][C:14]([O:16][CH3:17])=[O:15]. Given the reactants [CH3:1][O:2][C:3]1[CH:4]=[N:5][CH:6]=[C:7]([O:25][CH3:26])[C:8]=1[CH:9]([NH:18]S(C(C)(C)C)=O)[CH2:10][CH2:11][CH2:12][CH2:13][C:14]([O:16][CH3:17])=[O:15].Cl.O1CCOCC1, predict the reaction product. (5) Given the reactants [CH3:1][C:2]1([CH:9]2[CH2:13][CH2:12][CH2:11][CH:10]2[CH3:14])[NH:6][C:5](=[O:7])[NH:4][C:3]1=[O:8].[CH3:15][O:16][C:17]1[CH:24]=[CH:23][C:20]([CH2:21]Cl)=[CH:19][CH:18]=1, predict the reaction product. The product is: [CH3:15][O:16][C:17]1[CH:24]=[CH:23][C:20]([CH2:21][N:4]2[C:3](=[O:8])[C:2]([CH3:1])([CH:9]3[CH2:13][CH2:12][CH2:11][CH:10]3[CH3:14])[NH:6][C:5]2=[O:7])=[CH:19][CH:18]=1.